From a dataset of NCI-60 drug combinations with 297,098 pairs across 59 cell lines. Regression. Given two drug SMILES strings and cell line genomic features, predict the synergy score measuring deviation from expected non-interaction effect. (1) Drug 1: C1=NC2=C(N=C(N=C2N1C3C(C(C(O3)CO)O)O)F)N. Drug 2: C1CN1C2=NC(=NC(=N2)N3CC3)N4CC4. Cell line: SF-268. Synergy scores: CSS=24.1, Synergy_ZIP=-6.26, Synergy_Bliss=-1.03, Synergy_Loewe=-10.5, Synergy_HSA=0.0345. (2) Drug 1: CC1OCC2C(O1)C(C(C(O2)OC3C4COC(=O)C4C(C5=CC6=C(C=C35)OCO6)C7=CC(=C(C(=C7)OC)O)OC)O)O. Drug 2: C1=NC2=C(N=C(N=C2N1C3C(C(C(O3)CO)O)F)Cl)N. Cell line: OVCAR-4. Synergy scores: CSS=2.90, Synergy_ZIP=-4.43, Synergy_Bliss=-5.22, Synergy_Loewe=-4.19, Synergy_HSA=-3.89. (3) Drug 1: C1=NNC2=C1C(=O)NC=N2. Drug 2: CC1=C(C(=O)C2=C(C1=O)N3CC4C(C3(C2COC(=O)N)OC)N4)N. Cell line: SK-MEL-28. Synergy scores: CSS=31.2, Synergy_ZIP=1.99, Synergy_Bliss=3.26, Synergy_Loewe=-18.3, Synergy_HSA=3.95. (4) Drug 1: CC1C(C(CC(O1)OC2CC(CC3=C2C(=C4C(=C3O)C(=O)C5=C(C4=O)C(=CC=C5)OC)O)(C(=O)C)O)N)O.Cl. Drug 2: CC1=C(C(=O)C2=C(C1=O)N3CC4C(C3(C2COC(=O)N)OC)N4)N. Cell line: NCI/ADR-RES. Synergy scores: CSS=9.61, Synergy_ZIP=2.52, Synergy_Bliss=8.57, Synergy_Loewe=4.67, Synergy_HSA=5.02. (5) Drug 1: C1=CC(=CC=C1CC(C(=O)O)N)N(CCCl)CCCl.Cl. Drug 2: C1C(C(OC1N2C=C(C(=O)NC2=O)F)CO)O. Cell line: KM12. Synergy scores: CSS=4.91, Synergy_ZIP=-13.3, Synergy_Bliss=-36.0, Synergy_Loewe=-5.95, Synergy_HSA=-32.4. (6) Drug 1: C1CCC(C1)C(CC#N)N2C=C(C=N2)C3=C4C=CNC4=NC=N3. Drug 2: C1C(C(OC1N2C=C(C(=O)NC2=O)F)CO)O. Cell line: OVCAR-8. Synergy scores: CSS=34.7, Synergy_ZIP=1.88, Synergy_Bliss=0.668, Synergy_Loewe=-31.6, Synergy_HSA=-0.611.